This data is from Reaction yield outcomes from USPTO patents with 853,638 reactions. The task is: Predict the reaction yield, written as a fraction of the theoretical maximum amount of product (1.0 means a 100% yield; for example, 0.34 means a 34% yield). (1) The reactants are [CH:1]1([C:4]2[C:5]([F:14])=[C:6]([CH:8]=[C:9]([N+:11]([O-:13])=[O:12])[CH:10]=2)[NH2:7])[CH2:3][CH2:2]1.C[Si]([N:19]=[N+:20]=[N-:21])(C)C.[CH3:22]OC(OC)OC.[OH-].[Na+]. The catalyst is CC(O)=O.CCOC(C)=O. The product is [CH:1]1([C:4]2[C:5]([F:14])=[C:6]([N:7]3[CH:22]=[N:19][N:20]=[N:21]3)[CH:8]=[C:9]([N+:11]([O-:13])=[O:12])[CH:10]=2)[CH2:3][CH2:2]1. The yield is 0.920. (2) The reactants are [Cl:1][C:2]1[CH:7]=[C:6]([N+:8]([O-:10])=[O:9])[CH:5]=[C:4](Cl)[CH:3]=1.[OH-:12].[K+].C(P(C(C)(C)C)C1(C(C)C)CC(C(C)C)=CC(C(C)C)=C1C1C=CC=CC=1)(C)(C)C.Cl. The catalyst is O.C(OCC)(=O)C.C1C=CC(/C=C/C(/C=C/C2C=CC=CC=2)=O)=CC=1.C1C=CC(/C=C/C(/C=C/C2C=CC=CC=2)=O)=CC=1.C1C=CC(/C=C/C(/C=C/C2C=CC=CC=2)=O)=CC=1.[Pd].[Pd].O.O1CCOCC1. The product is [Cl:1][C:2]1[CH:3]=[C:4]([OH:12])[CH:5]=[C:6]([N+:8]([O-:10])=[O:9])[CH:7]=1. The yield is 0.660.